From a dataset of Full USPTO retrosynthesis dataset with 1.9M reactions from patents (1976-2016). Predict the reactants needed to synthesize the given product. (1) Given the product [Br:18][C:19]1[CH:26]=[CH:25][CH:24]=[C:23]([OH:27])[C:20]=1[CH2:21][NH:1][C:2]1[CH:3]=[C:4]([C:8]2[S:12][C:11]([NH:13][C:14]([NH2:16])=[NH:15])=[N:10][C:9]=2[CH3:17])[CH:5]=[CH:6][CH:7]=1, predict the reactants needed to synthesize it. The reactants are: [NH2:1][C:2]1[CH:3]=[C:4]([C:8]2[S:12][C:11]([NH:13][C:14]([NH2:16])=[NH:15])=[N:10][C:9]=2[CH3:17])[CH:5]=[CH:6][CH:7]=1.[Br:18][C:19]1[CH:26]=[CH:25][CH:24]=[C:23]([OH:27])[C:20]=1[CH:21]=O. (2) Given the product [F:1][C:2]1[CH:3]=[C:4]([C:21]2[CH:22]=[N:23][N:24]3[CH:29]=[CH:28][C:27]([N:30]4[CH:34]([C:35]5[CH:40]=[CH:39][CH:38]=[CH:37][N:36]=5)[CH2:33][O:32][C:31]4=[O:41])=[N:26][C:25]=23)[CH:5]=[CH:6][C:7]=1[C:8]1[N:12]=[CH:11][NH:10][N:9]=1, predict the reactants needed to synthesize it. The reactants are: [F:1][C:2]1[CH:3]=[C:4]([C:21]2[CH:22]=[N:23][N:24]3[CH:29]=[CH:28][C:27]([N:30]4[CH:34]([C:35]5[CH:40]=[CH:39][CH:38]=[CH:37][N:36]=5)[CH2:33][O:32][C:31]4=[O:41])=[N:26][C:25]=23)[CH:5]=[CH:6][C:7]=1[C:8]1[N:12]=[CH:11][N:10](COCC[Si](C)(C)C)[N:9]=1. (3) Given the product [CH2:17]([O:19][C:20]([C:22]1[C:23]2[CH:30]=[CH:29][C:28]([O:31][C:2]3[N:7]=[CH:6][N:5]=[C:4]([CH2:8][O:9][C:10](=[O:16])[CH2:11][CH2:12][CH2:13][CH2:14][CH3:15])[CH:3]=3)=[CH:27][C:24]=2[S:25][CH:26]=1)=[O:21])[CH3:18], predict the reactants needed to synthesize it. The reactants are: Cl[C:2]1[N:7]=[CH:6][N:5]=[C:4]([CH2:8][O:9][C:10](=[O:16])[CH2:11][CH2:12][CH2:13][CH2:14][CH3:15])[CH:3]=1.[CH2:17]([O:19][C:20]([C:22]1[C:23]2[CH:30]=[CH:29][C:28]([OH:31])=[CH:27][C:24]=2[S:25][CH:26]=1)=[O:21])[CH3:18].[O-]P([O-])([O-])=O.[K+].[K+].[K+]. (4) Given the product [F:22][C:23]([F:28])([F:27])[C:24]([OH:26])=[O:25].[CH2:1]([O:8][CH:9]1[CH:13]([OH:14])[CH2:12][NH:11][CH2:10]1)[C:2]1[CH:3]=[CH:4][CH:5]=[CH:6][CH:7]=1, predict the reactants needed to synthesize it. The reactants are: [CH2:1]([O:8][CH:9]1[CH:13]([OH:14])[CH2:12][N:11](C(OC(C)(C)C)=O)[CH2:10]1)[C:2]1[CH:7]=[CH:6][CH:5]=[CH:4][CH:3]=1.[F:22][C:23]([F:28])([F:27])[C:24]([OH:26])=[O:25]. (5) The reactants are: [Cl:1][C:2]1[C:3]([NH:21][C:22]2[CH:27]=[CH:26][CH:25]=[C:24]([N+:28]([O-])=O)[CH:23]=2)=[N:4][C:5]([NH:8][C:9]2[CH:10]=[N:11][N:12]([CH:14]3[CH2:19][CH2:18][N:17]([CH3:20])[CH2:16][CH2:15]3)[CH:13]=2)=[N:6][CH:7]=1. Given the product [NH2:28][C:24]1[CH:23]=[C:22]([NH:21][C:3]2[C:2]([Cl:1])=[CH:7][N:6]=[C:5]([NH:8][C:9]3[CH:10]=[N:11][N:12]([CH:14]4[CH2:19][CH2:18][N:17]([CH3:20])[CH2:16][CH2:15]4)[CH:13]=3)[N:4]=2)[CH:27]=[CH:26][CH:25]=1, predict the reactants needed to synthesize it. (6) Given the product [CH3:1][N:2]([CH3:32])[C:3]([C:5]1[N:26]([CH:27]2[CH2:31][CH2:30][CH2:29][CH2:28]2)[C:8]2[N:9]=[C:10]([NH:13][C:14]3[CH:19]=[CH:18][C:17]([N:20]4[CH2:21][CH2:22][N:23]([CH2:34][C:35](=[O:36])[NH2:37])[CH2:24][CH2:25]4)=[CH:16][N:15]=3)[N:11]=[CH:12][C:7]=2[CH:6]=1)=[O:4], predict the reactants needed to synthesize it. The reactants are: [CH3:1][N:2]([CH3:32])[C:3]([C:5]1[N:26]([CH:27]2[CH2:31][CH2:30][CH2:29][CH2:28]2)[C:8]2[N:9]=[C:10]([NH:13][C:14]3[CH:19]=[CH:18][C:17]([N:20]4[CH2:25][CH2:24][NH:23][CH2:22][CH2:21]4)=[CH:16][N:15]=3)[N:11]=[CH:12][C:7]=2[CH:6]=1)=[O:4].Br[CH2:34][C:35]([NH2:37])=[O:36]. (7) Given the product [F:45][C:46]1[CH:47]=[C:48]2[C:53](=[C:54]([O:56][CH2:23][CH2:22][CH2:21][O:20][CH3:24])[CH:55]=1)[N:52]=[C:51]([CH3:57])[CH:50]=[CH:49]2, predict the reactants needed to synthesize it. The reactants are: C1(P(C2C=CC=CC=2)C2C=CC=CC=2)C=CC=CC=1.[O:20]1[CH2:24][CH2:23][CH2:22][CH2:21]1.N(C(OC(C)C)=O)=NC(OC(C)C)=O.COCCCO.[F:45][C:46]1[CH:47]=[C:48]2[C:53](=[C:54]([OH:56])[CH:55]=1)[N:52]=[C:51]([CH3:57])[CH:50]=[CH:49]2. (8) The reactants are: [NH2:1][C@@H:2]([CH2:6][C:7]1[CH:8]=[N:9][C:10]([Br:13])=[CH:11][CH:12]=1)[C:3]([OH:5])=[O:4].[OH-].[Na+].[C:16]([O:20][C:21](O[C:21]([O:20][C:16]([CH3:19])([CH3:18])[CH3:17])=[O:22])=[O:22])([CH3:19])([CH3:18])[CH3:17]. Given the product [Br:13][C:10]1[N:9]=[CH:8][C:7]([CH2:6][C@H:2]([NH:1][C:21]([O:20][C:16]([CH3:19])([CH3:18])[CH3:17])=[O:22])[C:3]([OH:5])=[O:4])=[CH:12][CH:11]=1, predict the reactants needed to synthesize it. (9) Given the product [C:29]([O:28][C:27](=[O:33])[NH:26][C@@H:16]1[CH2:17][C@@H:18]([C:21]([N:23]([CH3:24])[CH3:25])=[O:22])[CH2:19][CH2:20][C@@H:15]1[NH:14][C:8](=[O:13])[C:9]([NH:43][C:41]1[CH:42]=[CH:36][C:37]([Cl:34])=[CH:6][N:3]=1)=[O:10])([CH3:30])([CH3:32])[CH3:31], predict the reactants needed to synthesize it. The reactants are: C([N:3]([CH2:6]C)CC)C.[C:8]([OH:13])(=O)[C:9](O)=[O:10].[NH2:14][C@H:15]1[CH2:20][CH2:19][C@H:18]([C:21]([N:23]([CH3:25])[CH3:24])=[O:22])[CH2:17][C@H:16]1[NH:26][C:27](=[O:33])[O:28][C:29]([CH3:32])([CH3:31])[CH3:30].[ClH:34].O=[CH:36][C:37](O)=O.O.[C:41](#[N:43])[CH3:42].